Dataset: Forward reaction prediction with 1.9M reactions from USPTO patents (1976-2016). Task: Predict the product of the given reaction. (1) Given the reactants [OH:1][C:2]1[CH:7]=[CH:6][C:5]([C@@H:8]([C:14]#[C:15][CH3:16])[CH2:9][C:10]([O:12][CH3:13])=[O:11])=[CH:4][CH:3]=1.[CH2:17](Br)[C:18]1[CH:23]=[CH:22][CH:21]=[CH:20][CH:19]=1.C([O-])([O-])=O.[Cs+].[Cs+], predict the reaction product. The product is: [CH2:17]([O:1][C:2]1[CH:3]=[CH:4][C:5]([C@@H:8]([C:14]#[C:15][CH3:16])[CH2:9][C:10]([O:12][CH3:13])=[O:11])=[CH:6][CH:7]=1)[C:18]1[CH:23]=[CH:22][CH:21]=[CH:20][CH:19]=1. (2) Given the reactants [C:1]([C:4]1[C:34](=[O:35])[C@@:8]2([CH3:36])[C:9]3[C:15]([OH:16])=[CH:14][C:13]([O:17][CH3:18])=[C:12]([C:19]([NH:21][CH2:22][C:23]4[C:32]5[C:27](=[CH:28][CH:29]=[CH:30][CH:31]=5)[CH:26]=[CH:25][C:24]=4[CH3:33])=[O:20])[C:10]=3[O:11][C:7]2=[CH:6][C:5]=1[OH:37])(=O)[CH3:2].Cl.[CH2:39]([O:46][NH2:47])[C:40]1[CH:45]=[CH:44][CH:43]=[CH:42][CH:41]=1.C(=O)(O)[O-].[Na+], predict the reaction product. The product is: [CH2:39]([O:46]/[N:47]=[C:1](/[C:4]1[C:34](=[O:35])[C@@:8]2([CH3:36])[C:9]3[C:15]([OH:16])=[CH:14][C:13]([O:17][CH3:18])=[C:12]([C:19]([NH:21][CH2:22][C:23]4[C:32]5[C:27](=[CH:28][CH:29]=[CH:30][CH:31]=5)[CH:26]=[CH:25][C:24]=4[CH3:33])=[O:20])[C:10]=3[O:11][C:7]2=[CH:6][C:5]=1[OH:37])\[CH3:2])[C:40]1[CH:45]=[CH:44][CH:43]=[CH:42][CH:41]=1.